This data is from Experimentally validated miRNA-target interactions with 360,000+ pairs, plus equal number of negative samples. The task is: Binary Classification. Given a miRNA mature sequence and a target amino acid sequence, predict their likelihood of interaction. (1) Result: 1 (interaction). The protein sequence of the target gene is MASRGARQRLKGSGASSGDTAPAADKLRELLGSREAGGAEHRTELSGNKAGQVWAPEGSTAFKCLLSARLCAALLSNISDCDETFNYWEPTHYLIYGEGFQTWEYSPAYAIRSYAYLLLHAWPAAFHARILQTNKILVFYFLRCLLAFVSCICELYFYKAVCKKFGLHVSRMMLAFLVLSTGMFCSSSAFLPSSFCMYTTLIAMTGWYMDKTSIAVLGVAAGAILGWPFSAALGLPIAFDLLVMKHRWKSFFHWSLMALILFLVPVVVIDSYYYGKLVIAPLNIVLYNVFTPHGPDLYGT.... The miRNA is hsa-miR-548av-5p with sequence AAAAGUACUUGCGGAUUU. (2) The miRNA is hsa-miR-383-5p with sequence AGAUCAGAAGGUGAUUGUGGCU. The protein sequence of the target gene is MFRVGFLIISSSSSLSPLLLVSVVRVNTTNCHKCLLSGTYIFAVLLVCVVFHSGAQEKNYTIREEIPENVLIGNLLKDLNLSLIPNKSLTTTMQFKLVYKTGDVPLIRIEEDTGEIFTTGARIDREKLCAGIPRDEHCFYEVEVAILPDEIFRLVKIRFLIEDINDNAPLFPATVINISIPENSAINSKYTLPAAVDPDVGINGVQNYELIKSQNIFGLDVIETPEGDKMPQLIVQKELDREEKDTYVMKVKVEDGGFPQRSSTAILQVSVTDTNDNHPVFKETEIEVSIPENAPVGTSV.... Result: 1 (interaction). (3) The miRNA is hsa-miR-1825 with sequence UCCAGUGCCCUCCUCUCC. The protein sequence of the target gene is MADTATTASAASAAASAPNASTDAPPFQLGKPRFQQTSFYGRFRHFLDIIDPRTLFVTEKRLREAVQLLEDYKHGTLRPGVTNEQLWSAQKIKQAILHPDTNEKIFMPFRMSGYIPFGTPIVVGLLLPNQTLASTVFWQWLNQSHNACVNYANRNATKPSPASKFIQGYLGAVISAVSIAVGLNVLVQKANKFTPATRLLVQRFVPFPAVASANICNVVLMRYGELEEGIDVLDADGNLVGSSKIAARHALLETALTRVVLPMPILVLPPIVMSMLEKTALLQARPRLLLPVHSLVCLAA.... Result: 0 (no interaction). (4) The miRNA is hsa-miR-4487 with sequence AGAGCUGGCUGAAGGGCAG. The protein sequence of the target gene is MAEKGDCIASVYGYDLGGRFIDFQPLGFGVNGLVLSATDSRACRKVAVKKIVLSDARSMKHALREIKIIRRLDHDNIVKVYEVLGPKGSDLQGELFKFSVAYIVQEYMETDLACLLEQGTLTEDHAKLFMYQLLRGLKYIHSANVLHRDLKPANIFISTEDLVLKIGDFGLARIVDQHYSHKGYLSEGLVTKWYRSPRLLLSPNNYTKAIDMWAAGCILAEMLTGKMLFAGAHELEQMQLILDTIPVVREEDKEELLRVMPSFVSSTWEVKRPLRKLLPDVNSEAIDFLEKILTFNPMDR.... Result: 0 (no interaction). (5) The miRNA is hsa-miR-5584-3p with sequence UAGUUCUUCCCUUUGCCCAAUU. The protein sequence of the target gene is MALKWTSVLLLIHLGCYFSSGSCGKVLVWTGEYSHWMNMKTILKELVQRGHEVTVLASSASILFDPNDAFTLKLEVYPTSLTKTEFENIIMQQVKRWSDIQKDSFWLYFSQEQEILWEFHDIFRNFCKDVVSNKKVMKKLQESRFDIIFADAFFPCGELLAALLNIPFVYSLCFTPGYTIERHSGGLIFPPSYIPVVMSKLSDQMTFMERVKNMIYVLYFDFWFQMCDMKKWDQFYSEVLGRPTTLFETMGKADIWLMRNSWSFQFPHPFLPNIDFVGGLHCKPAKPLPKEMEEFVQSSG.... Result: 1 (interaction).